From a dataset of CYP2D6 inhibition data for predicting drug metabolism from PubChem BioAssay. Regression/Classification. Given a drug SMILES string, predict its absorption, distribution, metabolism, or excretion properties. Task type varies by dataset: regression for continuous measurements (e.g., permeability, clearance, half-life) or binary classification for categorical outcomes (e.g., BBB penetration, CYP inhibition). Dataset: cyp2d6_veith. The drug is C=C(CC(=O)O)C(=O)O.C=CC(=O)O. The result is 0 (non-inhibitor).